The task is: Predict the product of the given reaction.. This data is from Forward reaction prediction with 1.9M reactions from USPTO patents (1976-2016). (1) Given the reactants FC(F)(F)S(O[C:7]1[CH2:12][CH2:11][CH2:10][CH2:9][C:8]=1[C:13]1[CH:18]=[CH:17][CH:16]=[CH:15][CH:14]=1)(=O)=O.[B:21]1([B:21]2[O:25][C:24]([CH3:27])([CH3:26])[C:23]([CH3:29])([CH3:28])[O:22]2)[O:25][C:24]([CH3:27])([CH3:26])[C:23]([CH3:29])([CH3:28])[O:22]1.C(=O)([O-])[O-].[K+].[K+].C1(P(C2C=CC=CC=2)C2C=CC=CC=2)C=CC=CC=1, predict the reaction product. The product is: [CH3:28][C:23]1([CH3:29])[C:24]([CH3:27])([CH3:26])[O:25][B:21]([C:7]2[CH2:12][CH2:11][CH2:10][CH2:9][C:8]=2[C:13]2[CH:18]=[CH:17][CH:16]=[CH:15][CH:14]=2)[O:22]1. (2) Given the reactants [C:1]([O:5][C:6]([NH:8][C@@H:9]1[C@H:14]([NH:15][C:16]2[N:21]=[C:20](Cl)[C:19]3[C:23](=[O:33])[N:24]([C:26]([O:28]C(C)(C)C)=[O:27])[CH2:25][C:18]=3[C:17]=2[F:34])[CH2:13][CH2:12][O:11][CH2:10]1)=[O:7])([CH3:4])([CH3:3])[CH3:2].C([Sn](CCCC)(CCCC)[C:40]1[S:48][C:43]2=[CH:44][N:45]=[CH:46][CH:47]=[C:42]2[CH:41]=1)CCC.[C:57]1(C)[CH:62]=CC=[CH:59][CH:58]=1, predict the reaction product. The product is: [C:1]([O:5][C:6]([NH:8][C@@H:9]1[C@H:14]([NH:15][C:16]2[N:21]=[C:20]([C:40]3[S:48][C:43]4=[CH:44][N:45]=[CH:46][CH:47]=[C:42]4[CH:41]=3)[C:19]3[C:23](=[O:33])[N:24]([C:26]([O:28][CH2:62][CH2:57][CH2:58][CH3:59])=[O:27])[CH2:25][C:18]=3[C:17]=2[F:34])[CH2:13][CH2:12][O:11][CH2:10]1)=[O:7])([CH3:3])([CH3:2])[CH3:4]. (3) Given the reactants C(OC([N:8]1[CH2:15][CH:14]2[CH:10]([CH2:11][N:12]([C:16]3[N:21]=[C:20]([CH3:22])[CH:19]=[C:18]([CH3:23])[N:17]=3)[CH2:13]2)[CH2:9]1)=O)(C)(C)C.C(O)(C(F)(F)F)=O, predict the reaction product. The product is: [CH3:23][C:18]1[CH:19]=[C:20]([CH3:22])[N:21]=[C:16]([N:12]2[CH2:13][CH:14]3[CH:10]([CH2:9][NH:8][CH2:15]3)[CH2:11]2)[N:17]=1.